This data is from Reaction yield outcomes from USPTO patents with 853,638 reactions. The task is: Predict the reaction yield, written as a fraction of the theoretical maximum amount of product (1.0 means a 100% yield; for example, 0.34 means a 34% yield). (1) The reactants are [C:1]1([S:7][C:8]2[CH:9]=[CH:10][C:11]([NH:14][C:15]3[S:16][CH:17]=[CH:18][N:19]=3)=[N:12][CH:13]=2)[CH:6]=[CH:5][CH:4]=[CH:3][CH:2]=1.ClC1C=CC=C(C(OO)=[O:28])C=1.S(OS([O-])=O)([O-])=O.[Na+].[Na+]. The catalyst is ClCCl. The product is [C:1]1([S:7]([C:8]2[CH:9]=[CH:10][C:11]([NH:14][C:15]3[S:16][CH:17]=[CH:18][N:19]=3)=[N:12][CH:13]=2)=[O:28])[CH:2]=[CH:3][CH:4]=[CH:5][CH:6]=1. The yield is 0.440. (2) The reactants are [OH:1][C:2]([C:10]1[O:11][C:12]2[CH:18]=[CH:17][C:16]([CH2:19][C:20](O)=[O:21])=[CH:15][C:13]=2[CH:14]=1)([C:4]1[CH:9]=[CH:8][N:7]=[CH:6][CH:5]=1)[CH3:3].CN(C(ON1N=NC2C=CC=NC1=2)=[N+](C)C)C.F[P-](F)(F)(F)(F)F.CCN(C(C)C)C(C)C.[NH2:56][CH:57]([C:67]1[CH:72]=[CH:71][CH:70]=[CH:69][CH:68]=1)[C:58]1[CH:65]=[CH:64][C:61]([C:62]#[N:63])=[CH:60][C:59]=1[CH3:66]. The catalyst is C(Cl)Cl. The product is [C:62]([C:61]1[CH:64]=[CH:65][C:58]([CH:57]([C:67]2[CH:72]=[CH:71][CH:70]=[CH:69][CH:68]=2)[NH:56][C:20](=[O:21])[CH2:19][C:16]2[CH:17]=[CH:18][C:12]3[O:11][C:10]([C:2]([OH:1])([C:4]4[CH:9]=[CH:8][N:7]=[CH:6][CH:5]=4)[CH3:3])=[CH:14][C:13]=3[CH:15]=2)=[C:59]([CH3:66])[CH:60]=1)#[N:63]. The yield is 0.290. (3) The reactants are CS(O[CH2:6][CH2:7][O:8][C:9]1[C:14]([CH3:15])=[CH:13][C:12]([C:16]2[NH:25][C:24](=[O:26])[C:23]3[C:18](=[CH:19][C:20]([O:29][CH3:30])=[CH:21][C:22]=3[O:27][CH3:28])[N:17]=2)=[CH:11][C:10]=1[CH3:31])(=O)=O.[CH3:32][NH2:33]. The catalyst is CCO. The product is [CH3:31][C:10]1[CH:11]=[C:12]([C:16]2[NH:25][C:24](=[O:26])[C:23]3[C:18](=[CH:19][C:20]([O:29][CH3:30])=[CH:21][C:22]=3[O:27][CH3:28])[N:17]=2)[CH:13]=[C:14]([CH3:15])[C:9]=1[O:8][CH2:7][CH2:6][NH:33][CH3:32]. The yield is 0.570. (4) The reactants are C([O:3][C:4]([C:6]1([S:19]([C:22]2[CH:27]=[CH:26][C:25]([O:28][CH2:29][CH2:30][CH2:31][CH3:32])=[CH:24][CH:23]=2)(=[O:21])=[O:20])[CH2:11][CH2:10][N:9]([CH2:12][C:13]2[CH:18]=[CH:17][CH:16]=[CH:15][CH:14]=2)[CH2:8][CH2:7]1)=[O:5])C. The catalyst is [OH-].[Na+]. The product is [CH2:12]([N:9]1[CH2:10][CH2:11][C:6]([S:19]([C:22]2[CH:27]=[CH:26][C:25]([O:28][CH2:29][CH2:30][CH2:31][CH3:32])=[CH:24][CH:23]=2)(=[O:21])=[O:20])([C:4]([OH:5])=[O:3])[CH2:7][CH2:8]1)[C:13]1[CH:14]=[CH:15][CH:16]=[CH:17][CH:18]=1. The yield is 0.320.